Dataset: Full USPTO retrosynthesis dataset with 1.9M reactions from patents (1976-2016). Task: Predict the reactants needed to synthesize the given product. (1) Given the product [C:24]([C:28]1[C:29]([Cl:37])=[C:30]([C:34]([Cl:1])=[O:35])[N:31]([CH3:33])[N:32]=1)([CH3:27])([CH3:26])[CH3:25], predict the reactants needed to synthesize it. The reactants are: [Cl:1]C1C=C(C2C=CC=CC=2C(F)(F)F)N=C(N)C=1[N+]([O-])=O.[H-].[Na+].[C:24]([C:28]1[C:29]([Cl:37])=[C:30]([C:34](O)=[O:35])[N:31]([CH3:33])[N:32]=1)([CH3:27])([CH3:26])[CH3:25].C(Cl)(=O)C(Cl)=O. (2) Given the product [CH2:49]([O:52][C:53]([CH2:55][C@H:56]([NH:67][C:5](=[O:7])[C:4]1[CH:8]=[CH:9][C:10]([C:11]([N:13]2[CH2:17][CH2:16][CH2:15][CH2:14]2)=[O:12])=[C:2]([CH3:1])[CH:3]=1)[C:57]1[NH:61][C:60]2[CH:62]=[CH:63][C:64]([Cl:66])=[CH:65][C:59]=2[N:58]=1)=[O:54])[CH:50]=[CH2:51], predict the reactants needed to synthesize it. The reactants are: [CH3:1][C:2]1[CH:3]=[C:4]([CH:8]=[CH:9][C:10]=1[C:11]([N:13]1[CH2:17][CH2:16][CH2:15][CH2:14]1)=[O:12])[C:5]([OH:7])=O.CN(C(ON1N=NC2C=CC=CC1=2)=[N+](C)C)C.[B-](F)(F)(F)F.C(N(C(C)C)CC)(C)C.[CH2:49]([O:52][C:53]([CH2:55][C@H:56]([NH2:67])[C:57]1[NH:61][C:60]2[CH:62]=[CH:63][C:64]([Cl:66])=[CH:65][C:59]=2[N:58]=1)=[O:54])[CH:50]=[CH2:51].ClCl. (3) Given the product [F:1][C:2]1[CH:3]=[C:4]([C:10]2[N:11]=[CH:12][C:13]3[C:18]4([CH2:19][CH2:20]4)[CH2:17][N:16]([C:2]4[CH:3]=[C:25]([CH:24]=[CH:6][CH:7]=4)[O:26][CH2:27][C:28]([N:11]([CH3:12])[CH3:10])=[O:23])[C:14]=3[N:15]=2)[CH:5]=[CH:6][C:7]=1[O:8][CH3:9], predict the reactants needed to synthesize it. The reactants are: [F:1][C:2]1[CH:3]=[C:4]([C:10]2[N:11]=[CH:12][C:13]3[C:18]4([CH2:20][CH2:19]4)[CH2:17][NH:16][C:14]=3[N:15]=2)[CH:5]=[CH:6][C:7]=1[O:8][CH3:9].[F-].[Cs+].[O:23]1[CH2:28][CH2:27][O:26][CH2:25][CH2:24]1.